The task is: Predict the reaction yield, written as a fraction of the theoretical maximum amount of product (1.0 means a 100% yield; for example, 0.34 means a 34% yield).. This data is from Reaction yield outcomes from USPTO patents with 853,638 reactions. (1) The reactants are [CH2:1]([N:3]1[CH:12]=[CH:11][C:10]2[C:5](=[CH:6][C:7]([O:15][CH3:16])=[C:8]([O:13][CH3:14])[CH:9]=2)[C:4]1=[O:17])[CH3:2].[Br:18]Br. The catalyst is C(O)(=O)C. The product is [Br:18][C:11]1[C:10]2[C:5](=[CH:6][C:7]([O:15][CH3:16])=[C:8]([O:13][CH3:14])[CH:9]=2)[C:4](=[O:17])[N:3]([CH2:1][CH3:2])[CH:12]=1. The yield is 0.687. (2) The reactants are [F:1][C:2]1[CH:10]=[CH:9][CH:8]=[C:7]([N:11]2[N:15]=[CH:14][CH:13]=[N:12]2)[C:3]=1[C:4]([OH:6])=O.[C:16]([O:20][C:21]([N:23]1[CH2:30][CH:29]2[CH:25]([CH2:26][NH:27][CH2:28]2)[CH2:24]1)=[O:22])([CH3:19])([CH3:18])[CH3:17].CN(C(ON1N=NC2C=CC=NC1=2)=[N+](C)C)C.F[P-](F)(F)(F)(F)F.CCN(C(C)C)C(C)C. The catalyst is CN(C=O)C.CCOC(C)=O. The product is [C:16]([O:20][C:21]([N:23]1[CH2:24][CH:25]2[CH:29]([CH2:28][N:27]([C:4](=[O:6])[C:3]3[C:7]([N:11]4[N:15]=[CH:14][CH:13]=[N:12]4)=[CH:8][CH:9]=[CH:10][C:2]=3[F:1])[CH2:26]2)[CH2:30]1)=[O:22])([CH3:19])([CH3:17])[CH3:18]. The yield is 0.195. (3) The reactants are [NH2:1][C@@H:2]1[C:11]2[C:6](=[CH:7][CH:8]=[CH:9][CH:10]=2)[C@H:5]([OH:12])[CH2:4][CH2:3]1.[H-].[Na+].F[C:16]1[CH:17]=[CH:18][C:19]2[N:20]([C:22]([N:25]([CH3:39])[CH2:26][CH2:27][O:28][Si:29]([CH:36]([CH3:38])[CH3:37])([CH:33]([CH3:35])[CH3:34])[CH:30]([CH3:32])[CH3:31])=[N:23][N:24]=2)[CH:21]=1.[NH4+].[Cl-]. The catalyst is CN(C=O)C.O. The product is [NH2:1][C@@H:2]1[C:11]2[C:6](=[CH:7][CH:8]=[CH:9][CH:10]=2)[C@H:5]([O:12][C:16]2[CH:17]=[CH:18][C:19]3[N:20]([C:22]([N:25]([CH3:39])[CH2:26][CH2:27][O:28][Si:29]([CH:33]([CH3:35])[CH3:34])([CH:30]([CH3:32])[CH3:31])[CH:36]([CH3:37])[CH3:38])=[N:23][N:24]=3)[CH:21]=2)[CH2:4][CH2:3]1. The yield is 0.290. (4) The reactants are [O:1]=[C:2]1[C:10]2[C:5](=[CH:6][CH:7]=[CH:8][CH:9]=2)[C:4](=[O:11])[N:3]1[C@@H:12]([CH2:25][C:26]1[CH:31]=[CH:30][CH:29]=[CH:28][CH:27]=1)[C:13]([NH:15][CH2:16][C:17](=O)[C:18]1[CH:23]=[CH:22][CH:21]=[CH:20][CH:19]=1)=[O:14].P(Cl)(Cl)(Cl)=O. The catalyst is CN(C=O)C. The product is [C:26]1([CH2:25][C@H:12]([N:3]2[C:2](=[O:1])[C:10]3[C:5](=[CH:6][CH:7]=[CH:8][CH:9]=3)[C:4]2=[O:11])[C:13]2[O:14][C:17]([C:18]3[CH:23]=[CH:22][CH:21]=[CH:20][CH:19]=3)=[CH:16][N:15]=2)[CH:27]=[CH:28][CH:29]=[CH:30][CH:31]=1. The yield is 0.410. (5) The reactants are [F:1][C:2]([F:23])([F:22])[C:3]1[CH:4]=[C:5]2[CH:11]=[CH:10][N:9]([S:12]([C:15]3[CH:21]=[CH:20][C:18]([CH3:19])=[CH:17][CH:16]=3)(=[O:14])=[O:13])[C:6]2=[N:7][CH:8]=1.[Br:24]Br.S([O-])([O-])(=O)=S.[Na+].[Na+]. The catalyst is C(Cl)Cl.C(=O)(O)[O-]. The product is [Br:24][C:11]1[C:5]2[C:6](=[N:7][CH:8]=[C:3]([C:2]([F:1])([F:22])[F:23])[CH:4]=2)[N:9]([S:12]([C:15]2[CH:21]=[CH:20][C:18]([CH3:19])=[CH:17][CH:16]=2)(=[O:14])=[O:13])[CH:10]=1. The yield is 0.590. (6) The reactants are [SH:1][CH2:2][C:3]([NH2:5])=[O:4].[CH2:6]([O:13][CH2:14][C@H:15]([CH3:34])[CH2:16][C:17]1[N:22]=[C:21](Cl)[C:20]([C:24]#[N:25])=[C:19]([C:26]2[CH:31]=[CH:30][C:29]([Cl:32])=[C:28]([Cl:33])[CH:27]=2)[N:18]=1)[C:7]1[CH:12]=[CH:11][CH:10]=[CH:9][CH:8]=1.C([O-])([O-])=O.[K+].[K+]. The catalyst is C(O)C. The product is [NH2:25][C:24]1[C:20]2[C:19]([C:26]3[CH:31]=[CH:30][C:29]([Cl:32])=[C:28]([Cl:33])[CH:27]=3)=[N:18][C:17]([CH2:16][C@@H:15]([CH3:34])[CH2:14][O:13][CH2:6][C:7]3[CH:8]=[CH:9][CH:10]=[CH:11][CH:12]=3)=[N:22][C:21]=2[S:1][C:2]=1[C:3]([NH2:5])=[O:4]. The yield is 0.480. (7) The reactants are Br[C:2]1[CH:3]=[C:4]2[C:8](=[CH:9][CH:10]=1)[N:7]([CH:11]1[CH2:16][CH2:15][CH2:14][CH2:13][O:12]1)[N:6]=[C:5]2[C:17]1[N:22]=[C:21]([O:23][C@H:24]2[CH2:31][N:30]([C:32]([O:34][C:35]([CH3:38])([CH3:37])[CH3:36])=[O:33])[CH2:29][CH2:28][C:25]32[CH2:27][CH2:26]3)[CH:20]=[N:19][CH:18]=1.[C:39]([B-](F)(F)F)([CH3:41])=[CH2:40].[K+].CCN(CC)CC. The catalyst is CC(O)C.CCOC(C)=O.C1C=CC(P(C2C=CC=CC=2)[C-]2C=CC=C2)=CC=1.C1C=CC(P(C2C=CC=CC=2)[C-]2C=CC=C2)=CC=1.Cl[Pd]Cl.[Fe+2].C(Cl)Cl. The product is [CH2:40]=[C:39]([C:2]1[CH:3]=[C:4]2[C:8](=[CH:9][CH:10]=1)[N:7]([CH:11]1[CH2:16][CH2:15][CH2:14][CH2:13][O:12]1)[N:6]=[C:5]2[C:17]1[N:22]=[C:21]([O:23][C@H:24]2[CH2:31][N:30]([C:32]([O:34][C:35]([CH3:36])([CH3:38])[CH3:37])=[O:33])[CH2:29][CH2:28][C:25]32[CH2:26][CH2:27]3)[CH:20]=[N:19][CH:18]=1)[CH3:41]. The yield is 0.930.